Dataset: Reaction yield outcomes from USPTO patents with 853,638 reactions. Task: Predict the reaction yield, written as a fraction of the theoretical maximum amount of product (1.0 means a 100% yield; for example, 0.34 means a 34% yield). (1) The reactants are [Br:1][C:2]1[CH:3]=[N:4][C:5]([C:8]([OH:10])=O)=[N:6][CH:7]=1.S(Cl)(Cl)=O.[F:15][C:16]1[CH:22]=[CH:21][C:19]([NH2:20])=[CH:18][CH:17]=1. The catalyst is C1C=CC=CC=1.ClCCl. The product is [Br:1][C:2]1[CH:7]=[N:6][C:5]([C:8]([NH:20][C:19]2[CH:21]=[CH:22][C:16]([F:15])=[CH:17][CH:18]=2)=[O:10])=[N:4][CH:3]=1. The yield is 0.780. (2) The reactants are [Cl:1][C:2]1[CH:8]=[C:7]([O:9][C:10]2[C:19]3[C:14](=[CH:15][C:16]([O:22][CH3:23])=[C:17]([O:20][CH3:21])[CH:18]=3)[N:13]=[CH:12][N:11]=2)[CH:6]=[CH:5][C:3]=1[NH2:4].C(N(CC)CC)C.ClC(Cl)(O[C:35](=[O:41])OC(Cl)(Cl)Cl)Cl.[CH2:43]([N:50]1[CH2:55][CH2:54][CH:53]([NH2:56])[CH2:52][CH2:51]1)[C:44]1[CH:49]=[CH:48][CH:47]=[CH:46][CH:45]=1. The catalyst is C(Cl)(Cl)Cl.O. The yield is 1.00. The product is [CH2:43]([N:50]1[CH2:55][CH2:54][CH:53]([NH:56][C:35]([NH:4][C:3]2[CH:5]=[CH:6][C:7]([O:9][C:10]3[C:19]4[C:14](=[CH:15][C:16]([O:22][CH3:23])=[C:17]([O:20][CH3:21])[CH:18]=4)[N:13]=[CH:12][N:11]=3)=[CH:8][C:2]=2[Cl:1])=[O:41])[CH2:52][CH2:51]1)[C:44]1[CH:45]=[CH:46][CH:47]=[CH:48][CH:49]=1. (3) The reactants are ClC(OCC(C)C)=O.[C:9]([OH:13])(=O)[CH:10]=[CH2:11].C(N(CC)CC)C.[NH2:21][C:22]1[CH:23]=[C:24]2[C:29](=[CH:30][CH:31]=1)[N:28]=[CH:27][N:26]=[C:25]2[NH:32][C:33]1[CH:38]=[CH:37][CH:36]=[C:35]([CH3:39])[CH:34]=1. The catalyst is C1COCC1.CN(C=O)C.CCOCC. The product is [CH3:39][C:35]1[CH:34]=[C:33]([NH:32][C:25]2[C:24]3[C:29](=[CH:30][CH:31]=[C:22]([NH:21][C:9](=[O:13])[CH:10]=[CH2:11])[CH:23]=3)[N:28]=[CH:27][N:26]=2)[CH:38]=[CH:37][CH:36]=1. The yield is 0.350. (4) The reactants are [CH2:1]([S:3]([N:6]1[CH2:11][CH2:10][CH:9]([C:12]2[C:20]3[C:15](=[C:16]([C:29]([NH2:31])=[O:30])[CH:17]=[C:18]([C:21]4[CH:26]=[CH:25][CH:24]=[C:23]([CH:27]=O)[CH:22]=4)[CH:19]=3)[NH:14][CH:13]=2)[CH2:8][CH2:7]1)(=[O:5])=[O:4])[CH3:2].[CH3:32][CH:33]1[O:38][CH:37]([CH3:39])[CH2:36][NH:35][CH2:34]1.[BH-](OC(C)=O)(OC(C)=O)OC(C)=O.[Na+]. No catalyst specified. The product is [CH3:39][CH:37]1[O:38][CH:33]([CH3:32])[CH2:34][N:35]([CH2:27][C:23]2[CH:22]=[C:21]([C:18]3[CH:19]=[C:20]4[C:15](=[C:16]([C:29]([NH2:31])=[O:30])[CH:17]=3)[NH:14][CH:13]=[C:12]4[CH:9]3[CH2:10][CH2:11][N:6]([S:3]([CH2:1][CH3:2])(=[O:5])=[O:4])[CH2:7][CH2:8]3)[CH:26]=[CH:25][CH:24]=2)[CH2:36]1. The yield is 0.320. (5) The reactants are [CH3:1][N:2]1[CH:6]=[C:5]([NH:7][C:8]2[N:13]=[C:12]([NH:14][CH:15]3[CH2:31][CH2:30][C:18]4([CH2:22][N:21](C(OC(C)(C)C)=O)[CH2:20][CH2:19]4)[CH2:17][CH2:16]3)[CH:11]=[CH:10][N:9]=2)[CH:4]=[N:3]1.Cl.C([O-])([O-])=O.[Na+].[Na+]. The catalyst is C(Cl)Cl.CCOC(C)=O.O. The product is [CH3:1][N:2]1[CH:6]=[C:5]([NH:7][C:8]2[N:13]=[C:12]([NH:14][CH:15]3[CH2:31][CH2:30][C:18]4([CH2:22][NH:21][CH2:20][CH2:19]4)[CH2:17][CH2:16]3)[CH:11]=[CH:10][N:9]=2)[CH:4]=[N:3]1. The yield is 0.440. (6) The reactants are [S:1](=[O:5])(=[O:4])([OH:3])[OH:2].[C:6]1([C@H:16]([NH:18][CH2:19]/[CH:20]=[CH:21]/[C:22]2[CH:27]=[CH:26][CH:25]=[C:24]([C:28]([F:31])([F:30])[F:29])[CH:23]=2)[CH3:17])[C:15]2[C:10](=[CH:11][CH:12]=[CH:13][CH:14]=2)[CH:9]=[CH:8][CH:7]=1.[H][H]. The catalyst is [Pd].C(OCC)(=O)C.CO. The product is [CH3:17][C@@H:16]([NH:18][CH2:19][CH2:20][CH2:21][C:22]1[CH:27]=[CH:26][CH:25]=[C:24]([C:28]([F:29])([F:30])[F:31])[CH:23]=1)[C:6]1[CH:7]=[CH:8][CH:9]=[C:10]2[CH:11]=[CH:12][CH:13]=[CH:14][C:15]=12.[S:1](=[O:3])(=[O:2])([OH:5])[O-:4]. The yield is 0.840. (7) The reactants are Br[C:2]1[S:3][C:4]([N+:7]([O-:9])=[O:8])=[CH:5][N:6]=1.[CH3:10][N:11]1[C:15](B(O)O)=[CH:14][C:13]([C:19]([F:22])([F:21])[F:20])=[N:12]1.C(=O)([O-])[O-].[Na+].[Na+].CC(=O)OCC.[Cl-].[Na+].O. The catalyst is COCCOC.CCO.O.[Pd].C1(P(C2C=CC=CC=2)C2C=CC=CC=2)C=CC=CC=1.C1(P(C2C=CC=CC=2)C2C=CC=CC=2)C=CC=CC=1.C1(P(C2C=CC=CC=2)C2C=CC=CC=2)C=CC=CC=1.C1(P(C2C=CC=CC=2)C2C=CC=CC=2)C=CC=CC=1. The product is [CH3:10][N:11]1[C:15]([C:2]2[S:3][C:4]([N+:7]([O-:9])=[O:8])=[CH:5][N:6]=2)=[CH:14][C:13]([C:19]([F:22])([F:21])[F:20])=[N:12]1. The yield is 0.135. (8) The reactants are [Br:1][C:2]1[CH:3]=[C:4]2[C:10]([C:11]3[CH:16]=[CH:15][CH:14]=[C:13](F)[N:12]=3)=[N:9][N:8]([CH:18]3[CH2:23][CH2:22][CH2:21][CH2:20][O:19]3)[C:5]2=[CH:6][N:7]=1.[N:24]1([C:30]([O:32][C:33]([CH3:36])([CH3:35])[CH3:34])=[O:31])[CH2:29][CH2:28][NH:27][CH2:26][CH2:25]1. No catalyst specified. The product is [Br:1][C:2]1[CH:3]=[C:4]2[C:10]([C:11]3[N:12]=[C:13]([N:27]4[CH2:26][CH2:25][N:24]([C:30]([O:32][C:33]([CH3:36])([CH3:35])[CH3:34])=[O:31])[CH2:29][CH2:28]4)[CH:14]=[CH:15][CH:16]=3)=[N:9][N:8]([CH:18]3[CH2:23][CH2:22][CH2:21][CH2:20][O:19]3)[C:5]2=[CH:6][N:7]=1. The yield is 0.800.